From a dataset of Reaction yield outcomes from USPTO patents with 853,638 reactions. Predict the reaction yield, written as a fraction of the theoretical maximum amount of product (1.0 means a 100% yield; for example, 0.34 means a 34% yield). (1) The reactants are [Br:1][C:2]1[CH:3]=[C:4]([OH:9])[CH:5]=[C:6]([F:8])[CH:7]=1.Cl[CH:11]([F:13])[F:12]. The catalyst is CC(O)C.[OH-].[K+]. The product is [Br:1][C:2]1[CH:3]=[C:4]([O:9][CH:11]([F:13])[F:12])[CH:5]=[C:6]([F:8])[CH:7]=1. The yield is 0.790. (2) The reactants are [N:1]1([C@@H:7]([CH3:18])[C:8]([O:10]CC2C=CC=CC=2)=[O:9])[CH2:6][CH2:5][O:4][CH2:3][CH2:2]1. The catalyst is CO.[OH-].[Pd+2].[OH-].[C]. The product is [N:1]1([C@@H:7]([CH3:18])[C:8]([OH:10])=[O:9])[CH2:6][CH2:5][O:4][CH2:3][CH2:2]1. The yield is 0.930. (3) The reactants are [F:1][C:2]([F:7])([F:6])[C:3]([OH:5])=[O:4].[CH2:8]([S:10]([N:13]1[CH2:18][CH2:17][CH:16]([C:19]2[C:27]3[C:22](=[C:23]([C:43]([NH2:45])=[O:44])[CH:24]=[C:25]([C:28]4[CH:33]=[C:32]([CH2:34][NH:35]C[C@@H]5CCCO5)[CH:31]=[C:30]([F:42])[CH:29]=4)[CH:26]=3)[NH:21][CH:20]=2)[CH2:15][CH2:14]1)(=[O:12])=[O:11])[CH3:9].O1C[CH2:49][CH2:48][C@H:47]1[CH2:51]N. No catalyst specified. The product is [F:1][C:2]([F:7])([F:6])[C:3]([OH:5])=[O:4].[CH2:8]([S:10]([N:13]1[CH2:18][CH2:17][CH:16]([C:19]2[C:27]3[C:22](=[C:23]([C:43]([NH2:45])=[O:44])[CH:24]=[C:25]([C:28]4[CH:33]=[C:32]([CH2:34][NH:35][CH:47]([CH3:51])[CH2:48][CH3:49])[CH:31]=[C:30]([F:42])[CH:29]=4)[CH:26]=3)[NH:21][CH:20]=2)[CH2:15][CH2:14]1)(=[O:11])=[O:12])[CH3:9]. The yield is 0.506. (4) The product is [CH3:1][O:2][C:3]1[CH:4]=[C:5]2[C:10](=[CH:11][C:12]=1[O:13][CH3:14])[N:9]=[CH:8][CH:7]=[C:6]2[O:15][C:16]1[CH:22]=[CH:21][C:19]([NH:20][C:43](=[O:49])[O:44][CH2:45][CH2:60][CH2:59][S:58][C:55]2[CH:56]=[CH:57][C:52]([Cl:51])=[CH:53][C:54]=2[CH3:63])=[C:18]([CH3:23])[C:17]=1[CH3:24]. The catalyst is C(Cl)Cl. The yield is 0.580. The reactants are [CH3:1][O:2][C:3]1[CH:4]=[C:5]2[C:10](=[CH:11][C:12]=1[O:13][CH3:14])[N:9]=[CH:8][CH:7]=[C:6]2[O:15][C:16]1[CH:22]=[CH:21][C:19]([NH2:20])=[C:18]([CH3:23])[C:17]=1[CH3:24].C1(C)C=CC=CC=1.C(N(CC)CC)C.ClC(Cl)(O[C:43](=[O:49])[O:44][C:45](Cl)(Cl)Cl)Cl.[Cl:51][C:52]1[CH:57]=[CH:56][C:55]([S:58][CH2:59][CH2:60]CO)=[C:54]([CH3:63])[CH:53]=1. (5) The reactants are [Cl:1][C:2]1[CH:3]=[N+:4]([O-:34])[CH:5]=[C:6]([Cl:33])[C:7]=1[CH2:8][C@@H:9]([C:18]1[CH:23]=[CH:22][C:21]([O:24][CH:25]([F:27])[F:26])=[C:20]([O:28]CC2CC2)[CH:19]=1)[O:10][C:11]([C:13]1[S:14][CH:15]=[CH:16][CH:17]=1)=[O:12].FC(F)(F)C(O)=O. The catalyst is C(Cl)Cl. The product is [Cl:33][C:6]1[CH:5]=[N+:4]([O-:34])[CH:3]=[C:2]([Cl:1])[C:7]=1[CH2:8][C@@H:9]([C:18]1[CH:23]=[CH:22][C:21]([O:24][CH:25]([F:27])[F:26])=[C:20]([OH:28])[CH:19]=1)[O:10][C:11]([C:13]1[S:14][CH:15]=[CH:16][CH:17]=1)=[O:12]. The yield is 0.414.